This data is from Reaction yield outcomes from USPTO patents with 853,638 reactions. The task is: Predict the reaction yield, written as a fraction of the theoretical maximum amount of product (1.0 means a 100% yield; for example, 0.34 means a 34% yield). (1) The reactants are [CH2:1]([C:5]1[N:10]2[N:11]=[CH:12][CH:13]=[C:9]2[N:8]([C@H:14]2[CH2:19][CH2:18][C@H:17]([O:20][CH2:21]C(OCC)=O)[CH2:16][CH2:15]2)[C:7](=[O:27])[C:6]=1[CH2:28][C:29]1[CH:30]=[N:31][C:32]([C:35]2[CH:40]=[CH:39][CH:38]=[CH:37][C:36]=2[C:41]#[N:42])=[CH:33][CH:34]=1)[CH2:2][CH2:3][CH3:4].[CH3:43][Mg]Br.C([O:49][CH2:50][CH3:51])(=O)C. The catalyst is O1CCCC1. The product is [CH2:1]([C:5]1[N:10]2[N:11]=[CH:12][CH:13]=[C:9]2[N:8]([C@H:14]2[CH2:19][CH2:18][C@H:17]([O:20][CH2:21][C:50]([OH:49])([CH3:51])[CH3:43])[CH2:16][CH2:15]2)[C:7](=[O:27])[C:6]=1[CH2:28][C:29]1[CH:34]=[CH:33][C:32]([C:35]2[CH:40]=[CH:39][CH:38]=[CH:37][C:36]=2[C:41]#[N:42])=[N:31][CH:30]=1)[CH2:2][CH2:3][CH3:4]. The yield is 0.630. (2) The reactants are CS(O[CH2:6][C:7]1[CH:11]=[C:10]([C:12]2[C:13]([C:42](=[O:46])[NH:43][CH2:44][CH3:45])=[N:14][O:15][C:16]=2[C:17]2[CH:22]=[C:21]([CH:23]([CH3:25])[CH3:24])C(OCC3C=CC=CC=3)=C[C:18]=2[O:34][CH2:35][C:36]2[CH:41]=[CH:40][CH:39]=[CH:38][CH:37]=2)[O:9][N:8]=1)(=O)=O.[C-:47]#[N:48].[K+].[CH2:62]1O[CH2:66][CH2:65][O:64][CH2:63][CH2:62]O[CH2:66][CH2:65][O:64][CH2:63][CH2:62]O[CH2:66][CH2:65][O:64][CH2:63]1. No catalyst specified. The product is [CH2:35]([O:34][C:18]1[CH:66]=[C:65]([O:64][CH2:63][C:62]2[CH:16]=[CH:12][CH:10]=[CH:11][CH:7]=2)[C:21]([CH:23]([CH3:25])[CH3:24])=[CH:22][C:17]=1[C:16]1[O:15][N:14]=[C:13]([C:42]([NH:43][CH2:44][CH3:45])=[O:46])[C:12]=1[C:10]1[O:9][N:8]=[C:7]([CH2:6][C:47]#[N:48])[CH:11]=1)[C:36]1[CH:41]=[CH:40][CH:39]=[CH:38][CH:37]=1. The yield is 0.980. (3) The reactants are [CH3:1][O:2][C:3]1[CH:4]=[C:5]2[C:10](=[CH:11][C:12]=1[O:13][CH3:14])[NH:9][CH:8]=[CH:7][C:6]2=[O:15].Br[C:17]1[CH:22]=[CH:21][C:20]([N+:23]([O-:25])=[O:24])=[CH:19][N:18]=1.C(=O)([O-])[O-].[K+].[K+]. The catalyst is CN(C)C=O.C(OCC)(=O)C. The product is [CH3:1][O:2][C:3]1[CH:4]=[C:5]2[C:10](=[CH:11][C:12]=1[O:13][CH3:14])[N:9]=[CH:8][CH:7]=[C:6]2[O:15][C:17]1[CH:22]=[CH:21][C:20]([N+:23]([O-:25])=[O:24])=[CH:19][N:18]=1. The yield is 0.340. (4) The reactants are F[P-](F)(F)(F)(F)F.N1(O[P+](N(C)C)(N(C)C)N(C)C)C2C=CC=CC=2N=N1.[C:28]([O:32][C:33](=[O:60])[CH:34]([NH:44][C:45]([C:47]1[CH:52]=[CH:51][C:50]([C:53]2[CH:58]=[CH:57][C:56]([NH2:59])=[CH:55][CH:54]=2)=[CH:49][CH:48]=1)=[O:46])[CH2:35][CH2:36][C:37]([O:39][C:40]([CH3:43])([CH3:42])[CH3:41])=[O:38])([CH3:31])([CH3:30])[CH3:29].[O:61]1[C:65]2[CH:66]=[CH:67][CH:68]=[CH:69][C:64]=2[CH:63]=[C:62]1[C:70](O)=[O:71]. No catalyst specified. The product is [C:28]([O:32][C:33](=[O:60])[CH:34]([NH:44][C:45]([C:47]1[CH:48]=[CH:49][C:50]([C:53]2[CH:54]=[CH:55][C:56]([NH:59][C:70]([C:62]3[O:61][C:65]4[CH:66]=[CH:67][CH:68]=[CH:69][C:64]=4[CH:63]=3)=[O:71])=[CH:57][CH:58]=2)=[CH:51][CH:52]=1)=[O:46])[CH2:35][CH2:36][C:37]([O:39][C:40]([CH3:43])([CH3:42])[CH3:41])=[O:38])([CH3:29])([CH3:30])[CH3:31]. The yield is 0.400. (5) The reactants are [Cl:1][C:2]1[N:7]=[C:6]([C:8]2[S:12][C:11]([N:13]3[CH2:18][CH2:17][O:16][CH2:15][CH2:14]3)=[N:10][C:9]=2[C:19]2[C:20]([F:26])=[C:21]([CH:23]=[CH:24][CH:25]=2)[NH2:22])[CH:5]=[CH:4][N:3]=1.[N:27]1[CH:32]=[CH:31][CH:30]=[C:29]([S:33](Cl)(=[O:35])=[O:34])[CH:28]=1. The product is [Cl:1][C:2]1[N:7]=[C:6]([C:8]2[S:12][C:11]([N:13]3[CH2:14][CH2:15][O:16][CH2:17][CH2:18]3)=[N:10][C:9]=2[C:19]2[C:20]([F:26])=[C:21]([NH:22][S:33]([C:29]3[CH:28]=[N:27][CH:32]=[CH:31][CH:30]=3)(=[O:35])=[O:34])[CH:23]=[CH:24][CH:25]=2)[CH:5]=[CH:4][N:3]=1. The yield is 0.715. No catalyst specified. (6) The reactants are [CH2:1]([O:3][C:4](=[O:12])[C:5]1[CH:10]=[CH:9][CH:8]=[N:7][C:6]=1[CH3:11])[CH3:2].C1(C)C=C(C)C=C(C)C=1S(ON)(=O)=O.CO[CH:29](OC)[N:30](C)C. The catalyst is C(Cl)Cl.CN(C=O)C. The product is [CH2:1]([O:3][C:4]([C:5]1[C:6]2[N:7]([N:30]=[CH:29][CH:11]=2)[CH:8]=[CH:9][CH:10]=1)=[O:12])[CH3:2]. The yield is 0.740.